From a dataset of Forward reaction prediction with 1.9M reactions from USPTO patents (1976-2016). Predict the product of the given reaction. (1) Given the reactants [NH2:1][C:2]1[CH:10]=[CH:9][C:5]([C:6]([NH2:8])=[O:7])=[CH:4][C:3]=1[CH3:11].[CH3:12][O:13][C:14]1[CH:19]=[CH:18][C:17]([C:20](=O)[CH2:21][CH2:22][C:23](=O)[CH2:24][CH2:25][C:26](=[O:30])CCC)=[CH:16][CH:15]=1.[OH2:33].[C:34]1([CH3:44])C=CC(S(O)(=O)=O)=CC=1, predict the reaction product. The product is: [CH2:34]([O:33][C:26](=[O:30])[CH2:25][CH2:24][C:23]1[N:1]([C:2]2[CH:10]=[CH:9][C:5]([C:6](=[O:7])[NH2:8])=[CH:4][C:3]=2[CH3:11])[C:20]([C:17]2[CH:16]=[CH:15][C:14]([O:13][CH3:12])=[CH:19][CH:18]=2)=[CH:21][CH:22]=1)[CH3:44]. (2) Given the reactants [NH2:1][C@@H:2]1[CH2:7][CH2:6][C@H:5]([N:8]2[C:12]3[N:13]=[C:14]([NH2:17])[N:15]=[CH:16][C:11]=3[C:10]([C:18]3[CH:23]=[CH:22][CH:21]=[C:20]([O:24][CH2:25][C:26]4[CH:31]=[CH:30][CH:29]=[CH:28][CH:27]=4)[CH:19]=3)=[CH:9]2)[CH2:4][CH2:3]1.[CH2:32]([N:34]=[C:35]=[O:36])[CH3:33], predict the reaction product. The product is: [NH2:15][C:16]1[C:11]2[C:10]([C:18]3[CH:23]=[CH:22][CH:21]=[C:20]([O:24][CH2:25][C:26]4[CH:27]=[CH:28][CH:29]=[CH:30][CH:31]=4)[CH:19]=3)=[CH:9][N:8]([C@@H:5]3[CH2:6][CH2:7][C@H:2]([NH:1][C:35]([NH:34][CH2:32][CH3:33])=[O:36])[CH2:3][CH2:4]3)[C:12]=2[N:13]=[CH:14][N:17]=1. (3) The product is: [O:1]1[C:5]2=[CH:6][C:7]3[CH2:8][CH2:9][CH2:10][NH:11][C:12]=3[CH:13]=[C:4]2[O:3][CH2:2]1. Given the reactants [O:1]1[C:5]2=[CH:6][C:7]3[CH2:8][CH2:9][C:10](=O)[NH:11][C:12]=3[CH:13]=[C:4]2[O:3][CH2:2]1, predict the reaction product. (4) Given the reactants [CH3:1][O:2][C:3](=[O:7])[CH2:4][CH2:5][NH2:6].[Br:8][CH2:9][CH2:10][CH2:11][CH2:12][C:13]1([C:26](Cl)=[O:27])[C:25]2[CH:24]=[CH:23][CH:22]=[CH:21][C:20]=2[C:19]2[C:14]1=[CH:15][CH:16]=[CH:17][CH:18]=2, predict the reaction product. The product is: [CH3:1][O:2][C:3]([CH2:4][CH2:5][NH:6][C:26]([C:13]1([CH2:12][CH2:11][CH2:10][CH2:9][Br:8])[C:25]2[CH:24]=[CH:23][CH:22]=[CH:21][C:20]=2[C:19]2[C:14]1=[CH:15][CH:16]=[CH:17][CH:18]=2)=[O:27])=[O:7]. (5) Given the reactants [Br:1][C:2]1[CH:7]=[CH:6][CH:5]=[C:4]([CH3:8])[CH:3]=1.C(C1C=CN=C(C2C=C(C(C)(C)C)C=CN=2)C=1)(C)(C)C.[CH3:29][C:30]1([CH3:46])[C:34]([CH3:36])([CH3:35])[O:33][B:32]([B:32]2[O:33][C:34]([CH3:36])([CH3:35])[C:30]([CH3:46])([CH3:29])[O:31]2)[O:31]1, predict the reaction product. The product is: [Br:1][C:2]1[CH:7]=[C:6]([B:32]2[O:33][C:34]([CH3:36])([CH3:35])[C:30]([CH3:46])([CH3:29])[O:31]2)[CH:5]=[C:4]([CH3:8])[CH:3]=1.